This data is from Full USPTO retrosynthesis dataset with 1.9M reactions from patents (1976-2016). The task is: Predict the reactants needed to synthesize the given product. (1) Given the product [C:1]([O:5][C:6]([N:8]1[CH:13]([CH2:14][CH3:15])[CH2:12][CH:11]([NH:16][C:28]2[N:29]=[CH:30][C:25]([Br:24])=[CH:26][N:27]=2)[CH2:10][CH:9]1[CH2:17][C:18]1[CH:19]=[CH:20][CH:21]=[CH:22][CH:23]=1)=[O:7])([CH3:2])([CH3:3])[CH3:4], predict the reactants needed to synthesize it. The reactants are: [C:1]([O:5][C:6]([N:8]1[CH:13]([CH2:14][CH3:15])[CH2:12][CH:11]([NH2:16])[CH2:10][CH:9]1[CH2:17][C:18]1[CH:23]=[CH:22][CH:21]=[CH:20][CH:19]=1)=[O:7])([CH3:4])([CH3:3])[CH3:2].[Br:24][C:25]1[CH:26]=[N:27][C:28](Cl)=[N:29][CH:30]=1.C(N(CC)C(C)C)(C)C. (2) Given the product [F:27][C:2]([F:1])([F:26])[C:3]([N:5]1[CH2:11][CH2:10][C:9]2[CH:12]=[C:13]([OH:23])[C:14]([CH2:16][C:17]3[CH:22]=[CH:21][CH:20]=[CH:19][CH:18]=3)=[CH:15][C:8]=2[CH:7]([CH3:25])[CH2:6]1)=[O:4], predict the reactants needed to synthesize it. The reactants are: [F:1][C:2]([F:27])([F:26])[C:3]([N:5]1[CH2:11][CH2:10][C:9]2[CH:12]=[C:13]([O:23]C)[C:14]([CH2:16][C:17]3[CH:22]=[CH:21][CH:20]=[CH:19][CH:18]=3)=[CH:15][C:8]=2[CH:7]([CH3:25])[CH2:6]1)=[O:4].B(Br)(Br)Br. (3) Given the product [CH3:1][O:2][C:3]1[CH:8]=[CH:7][C:6]([C:9]([F:12])([F:10])[F:11])=[CH:5][C:4]=1[C:13]1[C:14]2[N:15]([N:19]=[C:20]([NH:22][C:23]3[CH:24]=[C:25]4[C:30](=[CH:31][CH:32]=3)[CH2:29][N:28]([CH2:34][C:35]([N:37]([CH3:39])[CH3:38])=[O:36])[CH2:27][CH2:26]4)[N:21]=2)[CH:16]=[CH:17][CH:18]=1, predict the reactants needed to synthesize it. The reactants are: [CH3:1][O:2][C:3]1[CH:8]=[CH:7][C:6]([C:9]([F:12])([F:11])[F:10])=[CH:5][C:4]=1[C:13]1[C:14]2[N:15]([N:19]=[C:20]([NH:22][C:23]3[CH:24]=[C:25]4[C:30](=[CH:31][CH:32]=3)[CH2:29][NH:28][CH2:27][CH2:26]4)[N:21]=2)[CH:16]=[CH:17][CH:18]=1.Cl[CH2:34][C:35]([N:37]([CH3:39])[CH3:38])=[O:36]. (4) The reactants are: C([O:3][C:4](=[O:31])[CH2:5][CH:6]([O:28][CH2:29][CH3:30])[N:7]1[C:11]2[CH:12]=[CH:13][CH:14]=[CH:15][C:10]=2[N:9]([CH2:16][C:17]2[C:18]3[C:25]([CH3:26])=[CH:24][CH:23]=[CH:22][C:19]=3[S:20][CH:21]=2)[C:8]1=[O:27])C.[OH-].[Na+].Cl.O. Given the product [CH2:29]([O:28][CH:6]([N:7]1[C:11]2[CH:12]=[CH:13][CH:14]=[CH:15][C:10]=2[N:9]([CH2:16][C:17]2[C:18]3[C:25]([CH3:26])=[CH:24][CH:23]=[CH:22][C:19]=3[S:20][CH:21]=2)[C:8]1=[O:27])[CH2:5][C:4]([OH:31])=[O:3])[CH3:30], predict the reactants needed to synthesize it. (5) Given the product [C:43]([O:48][CH2:49][O:50][C:51](=[O:71])[C@H:52]([OH:70])[CH2:53][C@H:54]([NH:69][C:35]([C:32]1[CH:33]=[CH:34][C:29]2[N:28]=[N:27][N:26]([OH:25])[C:30]=2[CH:31]=1)=[O:37])[CH2:55][C:56]1[CH:61]=[CH:60][C:59]([C:62]2[CH:67]=[CH:66][CH:65]=[C:64]([Cl:68])[CH:63]=2)=[CH:58][CH:57]=1)(=[O:47])[CH2:44][CH2:45][CH3:46], predict the reactants needed to synthesize it. The reactants are: CN(C(ON1N=NC2C=CC=NC1=2)=[N+](C)C)C.F[P-](F)(F)(F)(F)F.[OH:25][N:26]1[C:30]2[CH:31]=[C:32]([C:35]([OH:37])=O)[CH:33]=[CH:34][C:29]=2[N:28]=[N:27]1.CN(C=O)C.[C:43]([O:48][CH2:49][O:50][C:51](=[O:71])[C@H:52]([OH:70])[CH2:53][C@H:54]([NH2:69])[CH2:55][C:56]1[CH:61]=[CH:60][C:59]([C:62]2[CH:67]=[CH:66][CH:65]=[C:64]([Cl:68])[CH:63]=2)=[CH:58][CH:57]=1)(=[O:47])[CH2:44][CH2:45][CH3:46].CCN(C(C)C)C(C)C. (6) Given the product [NH2:12][CH2:11][CH2:13][CH:14]1[O:20][CH2:19][CH2:18][N:17]([C:21]([O:23][C:24]([CH3:27])([CH3:26])[CH3:25])=[O:22])[CH2:16][CH:15]1[C:28]1[CH:33]=[CH:32][C:31]([Cl:34])=[C:30]([Cl:35])[CH:29]=1, predict the reactants needed to synthesize it. The reactants are: [Cl-].[Al+3].[Cl-].[Cl-].[H-].[Al+3].[Li+].[H-].[H-].[H-].[C:11]([CH2:13][CH:14]1[O:20][CH2:19][CH2:18][N:17]([C:21]([O:23][C:24]([CH3:27])([CH3:26])[CH3:25])=[O:22])[CH2:16][CH:15]1[C:28]1[CH:33]=[CH:32][C:31]([Cl:34])=[C:30]([Cl:35])[CH:29]=1)#[N:12].S([O-])([O-])(=O)=O.[Na+].[Na+]. (7) Given the product [Cl:1][C:2]1[C:3]2[N:4]([C:15](=[O:18])[N:16]([CH2:20][C:21]3[CH:26]=[N:25][C:24]([C:27]([F:30])([F:28])[F:29])=[CH:23][CH:22]=3)[N:17]=2)[CH:5]=[CH:6][C:7]=1[C:8]1[CH:9]=[CH:10][C:11]([CH3:14])=[CH:12][CH:13]=1, predict the reactants needed to synthesize it. The reactants are: [Cl:1][C:2]1[C:3]2[N:4]([C:15](=[O:18])[NH:16][N:17]=2)[CH:5]=[CH:6][C:7]=1[C:8]1[CH:13]=[CH:12][C:11]([CH3:14])=[CH:10][CH:9]=1.Cl[CH2:20][C:21]1[CH:22]=[CH:23][C:24]([C:27]([F:30])([F:29])[F:28])=[N:25][CH:26]=1.C([O-])([O-])=O.[K+].[K+]. (8) Given the product [N+:16]([C:8]1[CH:9]=[C:10]2[C:5]([CH2:4][CH2:3][NH:2][CH2:1]2)=[CH:6][CH:7]=1)([O-:18])=[O:17], predict the reactants needed to synthesize it. The reactants are: [CH2:1]1[C:10]2[C:5](=[CH:6][CH:7]=[CH:8][CH:9]=2)[CH2:4][CH2:3][NH:2]1.S([O-])([O-])(=O)=O.[N+:16]([O-])([O-:18])=[O:17].[K+].[NH4+]. (9) Given the product [F:1][C:2]1[CH:3]=[C:4]([C:9]([O:11][Si:12]([CH3:15])([CH3:14])[CH3:13])=[CH2:10])[CH:5]=[C:6]([F:8])[CH:7]=1, predict the reactants needed to synthesize it. The reactants are: [F:1][C:2]1[CH:3]=[C:4]([C:9](=[O:11])[CH3:10])[CH:5]=[C:6]([F:8])[CH:7]=1.[Si:12](OS(C(F)(F)F)(=O)=O)([CH3:15])([CH3:14])[CH3:13]. (10) The reactants are: [H-].[Na+].CN(C=O)C.[C:8]1([OH:21])[C:9]([C:14]2[C:15]([OH:20])=[CH:16][CH:17]=[CH:18][CH:19]=2)=[CH:10][CH:11]=[CH:12][CH:13]=1.[CH3:22][O:23][CH2:24]Cl.C1[CH2:30][O:29][CH2:28]C1. Given the product [CH3:22][O:23][CH2:24][O:21][C:8]1[CH:13]=[CH:12][CH:11]=[CH:10][C:9]=1[C:14]1[CH:19]=[CH:18][CH:17]=[CH:16][C:15]=1[O:20][CH2:28][O:29][CH3:30], predict the reactants needed to synthesize it.